From a dataset of Peptide-MHC class II binding affinity with 134,281 pairs from IEDB. Regression. Given a peptide amino acid sequence and an MHC pseudo amino acid sequence, predict their binding affinity value. This is MHC class II binding data. (1) The peptide sequence is YLGYVIRDLAAMDGG. The MHC is HLA-DQA10501-DQB10302 with pseudo-sequence HLA-DQA10501-DQB10302. The binding affinity (normalized) is 0.530. (2) The peptide sequence is LDSSDTIWMDIEGPP. The MHC is DRB1_0701 with pseudo-sequence DRB1_0701. The binding affinity (normalized) is 0.367.